Dataset: Forward reaction prediction with 1.9M reactions from USPTO patents (1976-2016). Task: Predict the product of the given reaction. Given the reactants [Cl:1][C:2]1[CH:7]=[CH:6][C:5]([CH:8]2[C:13]3[N:14]4[N:19]=[C:18]([CH3:20])[S:17][C:15]4=[N:16][C:12]=3[CH2:11][CH2:10][N:9]2[C:21](=[O:32])[CH2:22][O:23][C:24]2[C:25]([Cl:31])=[N:26][C:27](I)=[CH:28][CH:29]=2)=[C:4]([F:33])[CH:3]=1.[CH:34]1([S:37]([NH2:40])(=[O:39])=[O:38])[CH2:36][CH2:35]1, predict the reaction product. The product is: [Cl:31][C:25]1[N:26]=[C:27]([NH:40][S:37]([CH:34]2[CH2:36][CH2:35]2)(=[O:39])=[O:38])[CH:28]=[CH:29][C:24]=1[O:23][CH2:22][C:21]([N:9]1[CH2:10][CH2:11][C:12]2[N:16]=[C:15]3[S:17][C:18]([CH3:20])=[N:19][N:14]3[C:13]=2[CH:8]1[C:5]1[CH:6]=[CH:7][C:2]([Cl:1])=[CH:3][C:4]=1[F:33])=[O:32].